Dataset: Full USPTO retrosynthesis dataset with 1.9M reactions from patents (1976-2016). Task: Predict the reactants needed to synthesize the given product. (1) Given the product [CH3:26][C:25]([CH3:28])([CH3:27])[C:24](=[O:29])[CH2:23][N:11]1[C:12]2[C:17](=[CH:16][CH:15]=[C:14]([O:19][CH3:20])[CH:13]=2)[N:18]=[C:9]([C:6]2[CH:5]=[CH:4][C:3]([CH2:2][OH:1])=[CH:8][CH:7]=2)[C:10]1=[O:21], predict the reactants needed to synthesize it. The reactants are: [OH:1][CH2:2][C:3]1[CH:8]=[CH:7][C:6]([C:9]2[C:10](=[O:21])[NH:11][C:12]3[C:17]([N:18]=2)=[CH:16][CH:15]=[C:14]([O:19][CH3:20])[CH:13]=3)=[CH:5][CH:4]=1.Br[CH2:23][C:24](=[O:29])[C:25]([CH3:28])([CH3:27])[CH3:26]. (2) Given the product [CH:20]1([N:11]2[C:12](=[O:19])[C:13]([C:14]([NH:31][CH2:53][C:51]([OH:50])=[O:52])=[O:16])=[C:4]([OH:26])[C:5]([C:6]([CH3:9])([CH3:8])[CH3:7])=[N:10]2)[CH2:21][CH2:22][CH2:23][CH2:24][CH2:25]1, predict the reactants needed to synthesize it. The reactants are: C(O[C:4](=[O:26])[C:5](=[N:10][N:11]([CH:20]1[CH2:25][CH2:24][CH2:23][CH2:22][CH2:21]1)[C:12](=[O:19])[CH2:13][C:14]([O:16]CC)=O)[C:6]([CH3:9])([CH3:8])[CH3:7])C.C1CCN2C(=[N:31]CCC2)CC1.C(C(C(Cl)=O)C(Cl)=O)C.Cl.CC[O:50][C:51]([CH3:53])=[O:52]. (3) Given the product [CH3:63][O:62][C:56]1[CH:57]=[C:58]([O:60][CH3:61])[CH:59]=[C:15]([O:14][CH3:13])[C:16]=1/[CH:17]=[CH:18]/[CH:19]([S:29]([CH:32](/[CH:42]=[CH:43]/[C:44]1[C:45]([O:54][CH3:55])=[CH:46][C:47]([O:52][CH3:53])=[CH:48][C:49]=1[O:50][CH3:51])[C:33]1[CH:38]=[CH:37][C:36]([O:39][CH3:40])=[C:35]([NH:41][C:8](=[O:9])[C:7]2[CH:6]=[CH:5][C:4]([N+:1]([O-:3])=[O:2])=[CH:12][CH:11]=2)[CH:34]=1)(=[O:31])=[O:30])[C:20]1[CH:25]=[CH:24][C:23]([O:26][CH3:27])=[C:22]([NH:28][C:8](=[O:9])[C:7]2[CH:11]=[CH:12][C:4]([N+:1]([O-:3])=[O:2])=[CH:5][CH:6]=2)[CH:21]=1, predict the reactants needed to synthesize it. The reactants are: [N+:1]([C:4]1[CH:12]=[CH:11][C:7]([C:8](Cl)=[O:9])=[CH:6][CH:5]=1)([O-:3])=[O:2].[CH3:13][O:14][C:15]1[CH:59]=[C:58]([O:60][CH3:61])[CH:57]=[C:56]([O:62][CH3:63])[C:16]=1[CH:17]=[CH:18][CH:19]([S:29]([CH:32]([CH:42]=[CH:43][C:44]1[C:49]([O:50][CH3:51])=[CH:48][C:47]([O:52][CH3:53])=[CH:46][C:45]=1[O:54][CH3:55])[C:33]1[CH:38]=[CH:37][C:36]([O:39][CH3:40])=[C:35]([NH2:41])[CH:34]=1)(=[O:31])=[O:30])[C:20]1[CH:25]=[CH:24][C:23]([O:26][CH3:27])=[C:22]([NH2:28])[CH:21]=1. (4) Given the product [O:16]1[C:12](/[CH:11]=[CH:10]/[C:7]2[CH:8]=[CH:9][C:4]([NH2:1])=[CH:5][CH:6]=2)=[CH:13][N:14]=[CH:15]1, predict the reactants needed to synthesize it. The reactants are: [N+:1]([C:4]1[CH:9]=[CH:8][C:7](/[CH:10]=[CH:11]/[C:12]2[O:16][CH:15]=[N:14][CH:13]=2)=[CH:6][CH:5]=1)([O-])=O.[Cl-].[NH4+]. (5) The reactants are: [OH:1][CH2:2][C:3]1[O:4][C:5](=[O:11])[O:6][C:7]=1[CH:8]([CH3:10])[CH3:9].N1C=CC=CC=1.[C:18](Cl)(=[O:29])[O:19][C:20]1[CH:25]=[CH:24][C:23]([N+:26]([O-:28])=[O:27])=[CH:22][CH:21]=1.Cl. Given the product [C:18](=[O:29])([O:1][CH2:2][C:3]1[O:4][C:5](=[O:11])[O:6][C:7]=1[CH:8]([CH3:9])[CH3:10])[O:19][C:20]1[CH:21]=[CH:22][C:23]([N+:26]([O-:28])=[O:27])=[CH:24][CH:25]=1, predict the reactants needed to synthesize it. (6) Given the product [F:23][C:24]1[CH:25]=[C:26]([CH2:31][C:32]([NH:1][N:2]2[N:11]=[C:10]([CH:12]([CH3:13])[CH3:14])[C:9]3[C:4](=[CH:5][CH:6]=[CH:7][CH:8]=3)[C:3]2=[O:15])=[O:33])[CH:27]=[C:28]([F:30])[CH:29]=1, predict the reactants needed to synthesize it. The reactants are: [NH2:1][N:2]1[N:11]=[C:10]([CH:12]([CH3:14])[CH3:13])[C:9]2[C:4](=[CH:5][CH:6]=[CH:7][CH:8]=2)[C:3]1=[O:15].C(N(CC)CC)C.[F:23][C:24]1[CH:25]=[C:26]([CH2:31][C:32](O)=[O:33])[CH:27]=[C:28]([F:30])[CH:29]=1.F[B-](F)(F)F.N1(OC(N(C)C)=[N+](C)C)C2C=CC=CC=2N=N1. (7) Given the product [Br:17][C:18]1[CH:23]=[C:22]([C:2]2[N:7]=[C:6]3[N:8]([CH3:11])[N:9]=[CH:10][C:5]3=[C:4]([C:12]([O:14][CH2:15][CH3:16])=[O:13])[N:3]=2)[CH:21]=[CH:20][CH:19]=1, predict the reactants needed to synthesize it. The reactants are: Cl[C:2]1[N:7]=[C:6]2[N:8]([CH3:11])[N:9]=[CH:10][C:5]2=[C:4]([C:12]([O:14][CH2:15][CH3:16])=[O:13])[N:3]=1.[Br:17][C:18]1[CH:19]=[C:20](B(O)O)[CH:21]=[CH:22][CH:23]=1. (8) Given the product [CH2:10]([N:1]1[CH2:6][CH2:5][CH:4]([C:7]([NH2:9])=[O:8])[CH2:3][CH2:2]1)[C:11]1[CH:16]=[CH:15][CH:14]=[CH:13][CH:12]=1, predict the reactants needed to synthesize it. The reactants are: [NH:1]1[CH2:6][CH2:5][CH:4]([C:7]([NH2:9])=[O:8])[CH2:3][CH2:2]1.[CH2:10](Cl)[C:11]1[CH:16]=[CH:15][CH:14]=[CH:13][CH:12]=1.C(=O)([O-])[O-].[K+].[K+].[OH-].[Na+]. (9) Given the product [CH3:55][O:54][N:53]([CH3:52])[C:36](=[O:38])[CH2:35][O:34][CH:32]([C:29]1[CH:30]=[N:31][C:26]([N:23]2[CH:24]=[CH:25][C:21]([CH:19]([C:17]3[CH:16]=[CH:15][C:5]4[N:6]([CH2:7][O:8][CH2:9][CH2:10][Si:11]([CH3:13])([CH3:14])[CH3:12])[C:2](=[O:1])[S:3][C:4]=4[CH:18]=3)[CH3:20])=[N:22]2)=[CH:27][CH:28]=1)[CH3:33], predict the reactants needed to synthesize it. The reactants are: [O:1]=[C:2]1[N:6]([CH2:7][O:8][CH2:9][CH2:10][Si:11]([CH3:14])([CH3:13])[CH3:12])[C:5]2[CH:15]=[CH:16][C:17]([CH:19]([C:21]3[CH:25]=[CH:24][N:23]([C:26]4[N:31]=[CH:30][C:29]([CH:32]([O:34][CH2:35][C:36]([OH:38])=O)[CH3:33])=[CH:28][CH:27]=4)[N:22]=3)[CH3:20])=[CH:18][C:4]=2[S:3]1.Cl.CN(C)CCCN=C=NCC.Cl.[CH3:52][NH:53][O:54][CH3:55].N1C=CC=CC=1.